Task: Predict which catalyst facilitates the given reaction.. Dataset: Catalyst prediction with 721,799 reactions and 888 catalyst types from USPTO (1) Reactant: [NH2:1][C:2]1[CH:7]=[CH:6][CH:5]=[CH:4][C:3]=1[S:8][C:9]1[CH:17]=[CH:16][C:15]([F:18])=[CH:14][C:10]=1[C:11](O)=[O:12].O.C1(C)C=CC(S(O)(=O)=O)=CC=1. Product: [F:18][C:15]1[CH:16]=[CH:17][C:9]2[S:8][C:3]3[CH:4]=[CH:5][CH:6]=[CH:7][C:2]=3[NH:1][C:11](=[O:12])[C:10]=2[CH:14]=1. The catalyst class is: 113. (2) Reactant: [Br:1][C:2]1[CH:7]=[N:6][C:5](Br)=[CH:4][N:3]=1.[CH3:9][S-:10].[Na+]. Product: [Br:1][C:2]1[CH:7]=[N:6][C:5]([S:10][CH3:9])=[CH:4][N:3]=1. The catalyst class is: 3. (3) Reactant: [ClH:1].C(=[N:4][N:5]([C:15]1[CH:20]=[CH:19][C:18]([O:21][CH3:22])=[CH:17][CH:16]=1)[C:6](=[O:14])[C:7]1[CH:12]=[CH:11][C:10]([F:13])=[CH:9][CH:8]=1)C. The catalyst class is: 224. Product: [ClH:1].[F:13][C:10]1[CH:11]=[CH:12][C:7]([C:6]([N:5]([C:15]2[CH:20]=[CH:19][C:18]([O:21][CH3:22])=[CH:17][CH:16]=2)[NH2:4])=[O:14])=[CH:8][CH:9]=1. (4) Reactant: [F:8][C:7]([F:10])([F:9])[C:6](O[C:6](=[O:11])[C:7]([F:10])([F:9])[F:8])=[O:11].N1C(C)=CC=CC=1C.Cl.[N+:23]([C:26]1[CH:34]=[CH:33][C:29]([CH2:30][CH2:31][NH2:32])=[CH:28][CH:27]=1)([O-:25])=[O:24]. Product: [N+:23]([C:26]1[CH:27]=[CH:28][C:29]([CH2:30][CH2:31][NH:32][C:6](=[O:11])[C:7]([F:8])([F:9])[F:10])=[CH:33][CH:34]=1)([O-:25])=[O:24]. The catalyst class is: 4.